From a dataset of NCI-60 drug combinations with 297,098 pairs across 59 cell lines. Regression. Given two drug SMILES strings and cell line genomic features, predict the synergy score measuring deviation from expected non-interaction effect. (1) Drug 1: C1=CC(=CC=C1CCC2=CNC3=C2C(=O)NC(=N3)N)C(=O)NC(CCC(=O)O)C(=O)O. Drug 2: C1=NC(=NC(=O)N1C2C(C(C(O2)CO)O)O)N. Cell line: UACC62. Synergy scores: CSS=10.2, Synergy_ZIP=-6.76, Synergy_Bliss=-7.30, Synergy_Loewe=-4.54, Synergy_HSA=-4.04. (2) Drug 1: C(=O)(N)NO. Drug 2: CNC(=O)C1=NC=CC(=C1)OC2=CC=C(C=C2)NC(=O)NC3=CC(=C(C=C3)Cl)C(F)(F)F. Cell line: HOP-92. Synergy scores: CSS=9.26, Synergy_ZIP=-3.95, Synergy_Bliss=-5.44, Synergy_Loewe=0.241, Synergy_HSA=-2.86.